This data is from NCI-60 drug combinations with 297,098 pairs across 59 cell lines. The task is: Regression. Given two drug SMILES strings and cell line genomic features, predict the synergy score measuring deviation from expected non-interaction effect. (1) Drug 1: C1=NNC2=C1C(=O)NC=N2. Drug 2: CCC1(C2=C(COC1=O)C(=O)N3CC4=CC5=C(C=CC(=C5CN(C)C)O)N=C4C3=C2)O.Cl. Cell line: NCI/ADR-RES. Synergy scores: CSS=13.8, Synergy_ZIP=-6.16, Synergy_Bliss=1.94, Synergy_Loewe=-10.4, Synergy_HSA=-1.43. (2) Drug 1: CC12CCC(CC1=CCC3C2CCC4(C3CC=C4C5=CN=CC=C5)C)O. Drug 2: CCC1(CC2CC(C3=C(CCN(C2)C1)C4=CC=CC=C4N3)(C5=C(C=C6C(=C5)C78CCN9C7C(C=CC9)(C(C(C8N6C)(C(=O)OC)O)OC(=O)C)CC)OC)C(=O)OC)O.OS(=O)(=O)O. Cell line: HCC-2998. Synergy scores: CSS=38.6, Synergy_ZIP=5.65, Synergy_Bliss=4.58, Synergy_Loewe=-29.5, Synergy_HSA=2.65.